From a dataset of Reaction yield outcomes from USPTO patents with 853,638 reactions. Predict the reaction yield, written as a fraction of the theoretical maximum amount of product (1.0 means a 100% yield; for example, 0.34 means a 34% yield). (1) The reactants are [Cl:1][C:2]1[C:3]([O:9][C:10]2[CH:17]=[C:16]([O:18]COC)[CH:15]=[CH:14][C:11]=2[CH:12]=[O:13])=[N:4][CH:5]=[C:6]([Cl:8])[CH:7]=1.Cl. The catalyst is CC(C)=O. The product is [Cl:1][C:2]1[C:3]([O:9][C:10]2[CH:17]=[C:16]([OH:18])[CH:15]=[CH:14][C:11]=2[CH:12]=[O:13])=[N:4][CH:5]=[C:6]([Cl:8])[CH:7]=1. The yield is 0.990. (2) The reactants are [NH2:1][C:2]1[S:3][C:4]([CH:7]=[O:8])=[CH:5][N:6]=1.[C:9](N1C=CN=C1)(N1C=CN=C1)=[O:10].[CH:21]1([NH:28][C@H:29]2[CH2:34][CH2:33][C@H:32](C)[CH2:31][CH2:30]2)[CH2:27][CH2:26][CH2:25][CH2:24][CH2:23]C1. The catalyst is CN(C1C=CN=CC=1)C.C1COCC1. The product is [CH:29]1([N:28]([CH:21]2[CH2:23][CH2:24][CH2:25][CH2:26][CH2:27]2)[C:9]([NH:1][C:2]2[S:3][C:4]([CH:7]=[O:8])=[CH:5][N:6]=2)=[O:10])[CH2:30][CH2:31][CH2:32][CH2:33][CH2:34]1. The yield is 0.310. (3) The reactants are [CH3:1][C:2](C)([O-])C.[Na+].Br[C:8]1[CH:9]=[C:10]2[C:16]([C:17]3[CH:22]=[CH:21][CH:20]=[CH:19][C:18]=3[O:23][CH3:24])=[CH:15][N:14]([Si](C(C)C)(C(C)C)C(C)C)[C:11]2=[N:12][CH:13]=1.[F-].C([N+:40]([CH2:49][CH2:50][CH2:51][CH3:52])([CH2:45]CCC)CCCC)CCC.[Na]. The catalyst is O1CCOCC1.CNC1C=CC=CC=1.C1COCC1.C(P[Pd-2]PC(C)(C)C)(C)(C)C.CO. The product is [CH3:24][O:23][C:18]1[CH:19]=[CH:20][CH:21]=[CH:22][C:17]=1[C:16]1[C:10]2[C:11](=[N:12][CH:13]=[C:8]([N:40]([CH3:45])[C:49]3[CH:50]=[CH:51][CH:52]=[CH:2][CH:1]=3)[CH:9]=2)[NH:14][CH:15]=1. The yield is 0.640. (4) The product is [Cl:17][C:10]1[CH:11]=[CH:12][C:7]([CH2:5][CH3:6])=[C:8]([N+:14]([O-:16])=[O:15])[CH:9]=1. The reactants are N([O-])=O.[Na+].[CH2:5]([C:7]1[CH:12]=[CH:11][C:10](N)=[CH:9][C:8]=1[N+:14]([O-:16])=[O:15])[CH3:6].[ClH:17].NC(N)=O. The catalyst is O. The yield is 0.900.